From a dataset of Full USPTO retrosynthesis dataset with 1.9M reactions from patents (1976-2016). Predict the reactants needed to synthesize the given product. (1) Given the product [C:28]([C:27]1[CH:21]=[CH:20][C:19]([O:18][CH2:17][CH2:16][N:11]2[CH2:12][CH:13]3[CH:8]([N:7]([CH3:6])[C:4]([NH:3][CH2:1][CH3:2])=[O:5])[CH:9]([CH2:15][CH2:14]3)[CH2:10]2)=[CH:26][CH:25]=1)#[N:29], predict the reactants needed to synthesize it. The reactants are: [CH2:1]([N:3]=[C:4]=[O:5])[CH3:2].[CH3:6][NH:7][CH:8]1[CH:13]2[CH2:14][CH2:15][CH:9]1[CH2:10][N:11]([CH2:16][CH2:17][O:18][C:19]1[CH:26]=[CH:25]C(C#N)=[CH:21][CH:20]=1)[CH2:12]2.[CH3:27][C:28]#[N:29].C([O-])([O-])=O.[K+].[K+]. (2) Given the product [Cl:1][C:2]1[N:7]=[C:6]([NH:17][CH2:16][CH2:15][NH:14][C:11](=[O:13])[CH3:12])[C:5]([O:9][CH3:10])=[CH:4][N:3]=1, predict the reactants needed to synthesize it. The reactants are: [Cl:1][C:2]1[N:7]=[C:6](Cl)[C:5]([O:9][CH3:10])=[CH:4][N:3]=1.[C:11]([NH:14][CH2:15][CH2:16][NH2:17])(=[O:13])[CH3:12].C(N(C(C)C)C(C)C)C. (3) Given the product [OH:26][C@H:27]([CH2:28][O:29][C:30]1[C:38]2[NH:37][C:36](=[O:39])[NH:35][C:34]=2[CH:33]=[CH:32][CH:31]=1)[CH2:40][NH:41][CH:2]1[CH2:7][CH2:6][N:5]([C:8]2[CH:13]=[CH:12][C:11]([NH:14][S:15]([CH2:18][CH2:19][CH2:20][CH2:21][CH2:22][CH2:23][CH2:24][CH3:25])(=[O:17])=[O:16])=[CH:10][CH:9]=2)[CH2:4][CH2:3]1, predict the reactants needed to synthesize it. The reactants are: O=[C:2]1[CH2:7][CH2:6][N:5]([C:8]2[CH:13]=[CH:12][C:11]([NH:14][S:15]([CH2:18][CH2:19][CH2:20][CH2:21][CH2:22][CH2:23][CH2:24][CH3:25])(=[O:17])=[O:16])=[CH:10][CH:9]=2)[CH2:4][CH2:3]1.[OH:26][C@@H:27]([CH2:40][NH2:41])[CH2:28][O:29][C:30]1[C:38]2[NH:37][C:36](=[O:39])[NH:35][C:34]=2[CH:33]=[CH:32][CH:31]=1. (4) Given the product [C:51]([CH2:33][C:31]1[N:30]=[N:29][N:28]([C@@H:13]2[C@H:12]([NH:11][C:9]([C:3]3[NH:4][C:5]([CH3:8])=[C:6]([Cl:7])[C:2]=3[Cl:1])=[O:10])[CH2:17][CH2:16][N:15]([C:18]([O:20][CH2:21][C:22]3[CH:27]=[CH:26][CH:25]=[CH:24][CH:23]=3)=[O:19])[CH2:14]2)[CH:32]=1)#[N:52], predict the reactants needed to synthesize it. The reactants are: [Cl:1][C:2]1[C:6]([Cl:7])=[C:5]([CH3:8])[NH:4][C:3]=1[C:9]([NH:11][C@@H:12]1[CH2:17][CH2:16][N:15]([C:18]([O:20][CH2:21][C:22]2[CH:27]=[CH:26][CH:25]=[CH:24][CH:23]=2)=[O:19])[CH2:14][C@@H:13]1[N:28]1[CH:32]=[C:31]([CH2:33]OP(OC2C=CC=CC=2)(OC2C=CC=CC=2)=O)[N:30]=[N:29]1)=[O:10].[C-:51]#[N:52].[Na+]. (5) Given the product [OH:46][C@H:45]([CH2:44][OH:43])[CH2:47][CH2:48][NH:49][C:37]([CH:16]1[CH:15]([C:11]2[CH:12]=[CH:13][CH:14]=[C:9]([Cl:8])[C:10]=2[F:40])[C:19]([C:22]2[CH:27]=[CH:26][C:25]([Cl:28])=[CH:24][C:23]=2[F:29])([C:20]#[N:21])[CH:18]([CH2:30][C:31]([CH3:36])([CH3:35])[CH2:32][O:33][CH3:34])[NH:17]1)=[O:38], predict the reactants needed to synthesize it. The reactants are: FC(F)(F)C(O)=O.[Cl:8][C:9]1[C:10]([F:40])=[C:11]([CH:15]2[C:19]([C:22]3[CH:27]=[CH:26][C:25]([Cl:28])=[CH:24][C:23]=3[F:29])([C:20]#[N:21])[CH:18]([CH2:30][C:31]([CH3:36])([CH3:35])[CH2:32][O:33][CH3:34])[NH:17][CH:16]2[C:37](O)=[O:38])[CH:12]=[CH:13][CH:14]=1.CC1(C)[O:46][C@@H:45]([CH2:47][CH2:48][NH2:49])[CH2:44][O:43]1.CN(C(ON1N=NC2C=CC=NC1=2)=[N+](C)C)C.F[P-](F)(F)(F)(F)F.CCN(C(C)C)C(C)C.Cl.